This data is from Peptide-MHC class II binding affinity with 134,281 pairs from IEDB. The task is: Regression. Given a peptide amino acid sequence and an MHC pseudo amino acid sequence, predict their binding affinity value. This is MHC class II binding data. (1) The peptide sequence is PSEPWNTGHDWILAD. The MHC is DRB1_0701 with pseudo-sequence DRB1_0701. The binding affinity (normalized) is 0.388. (2) The peptide sequence is TKETETEAPAAPAEG. The MHC is DRB1_0901 with pseudo-sequence DRB1_0901. The binding affinity (normalized) is 0.0684.